From a dataset of Experimentally validated miRNA-target interactions with 360,000+ pairs, plus equal number of negative samples. Binary Classification. Given a miRNA mature sequence and a target amino acid sequence, predict their likelihood of interaction. The miRNA is mmu-miR-124-3p with sequence UAAGGCACGCGGUGAAUGCC. The protein sequence of the target gene is MELITILEKTVSPDRLELEAAQKFLERAAVENLPTFLVELSRVLANPGNSQVARVAAGLQIKNSLTSKDPDIKAQYQQRWLAIDANARREVKNYVLQTLGTETYRPSSASQCVAGIACAEIPVSQWPELIPQLVANVTNPNSTEHMKESTLEAIGYICQDIDPEQLQDKSNEILTAIIQGMRKEEPSNNVKLAATNALLNSLEFTKANFDKESERHFIMQVVCEATQCPDTRVRVAALQNLVKIMSLYYQYMETYMGPALFAITIEAMKSDIDEVALQGIEFWSNVCDEEMDLAIEASEA.... Result: 0 (no interaction).